Dataset: Catalyst prediction with 721,799 reactions and 888 catalyst types from USPTO. Task: Predict which catalyst facilitates the given reaction. Reactant: [CH:1]1[C:6]([N+:7]([O-:9])=[O:8])=[CH:5][CH:4]=[C:3]([OH:10])[CH:2]=1.[H-].[Na+].C1(C)C(C([O:21][C@@H:22]2[C@@H:26]([CH2:27][O:28]C(C3C(C)=CC=CC=3)=O)[O:25][C@H:24](Cl)[CH2:23]2)=O)=CC=CC=1.O. Product: [O:10]([C:3]1[CH:4]=[CH:5][C:6]([N+:7]([O-:9])=[O:8])=[CH:1][CH:2]=1)[C@@H:24]1[O:25][C@H:26]([CH2:27][OH:28])[C@@H:22]([OH:21])[CH2:23]1. The catalyst class is: 9.